From a dataset of Full USPTO retrosynthesis dataset with 1.9M reactions from patents (1976-2016). Predict the reactants needed to synthesize the given product. Given the product [NH2:28][C:3]1[CH:4]=[C:5]([CH:26]=[CH:27][C:2]=1[NH2:1])[C:6]([NH:8][C:9]1[S:13][C:12]([NH:14][C:15]2[CH:16]=[CH:17][C:18]([O:21][CH3:22])=[CH:19][CH:20]=2)=[N:11][C:10]=1[C:23]([NH2:25])=[O:24])=[O:7], predict the reactants needed to synthesize it. The reactants are: [NH2:1][C:2]1[CH:27]=[CH:26][C:5]([C:6]([NH:8][C:9]2[S:13][C:12]([NH:14][C:15]3[CH:20]=[CH:19][C:18]([O:21][CH3:22])=[CH:17][CH:16]=3)=[N:11][C:10]=2[C:23]([NH2:25])=[O:24])=[O:7])=[CH:4][C:3]=1[N+:28]([O-])=O.[NH4+].[Cl-].